From a dataset of Full USPTO retrosynthesis dataset with 1.9M reactions from patents (1976-2016). Predict the reactants needed to synthesize the given product. (1) Given the product [CH3:1][O:2][C:3]([C:5]1[S:6][C:7]([C:11]#[C:12][C:13]([CH3:16])([CH3:15])[CH3:14])=[CH:8][C:9]=1[NH:10][CH:23]1[CH2:24][CH2:25][C:20]2([O:27][CH2:17][CH2:18][O:19]2)[CH2:21][CH2:22]1)=[O:4], predict the reactants needed to synthesize it. The reactants are: [CH3:1][O:2][C:3]([C:5]1[S:6][C:7]([C:11]#[C:12][C:13]([CH3:16])([CH3:15])[CH3:14])=[CH:8][C:9]=1[NH2:10])=[O:4].[CH2:17]1[O:27][C:20]2([CH2:25][CH2:24][C:23](=O)[CH2:22][CH2:21]2)[O:19][CH2:18]1.C(O[BH-](OC(=O)C)OC(=O)C)(=O)C.[Na+]. (2) Given the product [CH:18]([O:17][C:15]1[CH:16]=[C:2]([CH:3]=[C:4]([C:5](=[O:6])[NH:7][C:8]2[CH:12]=[CH:11][N:10]([CH3:13])[N:9]=2)[CH:14]=1)[O:1][C:22]1[CH:23]=[CH:24][C:25]([C:28]2[O:32][N:31]=[C:30]([C:33]([O:35][CH2:36][CH3:37])=[O:34])[N:29]=2)=[N:26][CH:27]=1)([CH3:20])[CH3:19], predict the reactants needed to synthesize it. The reactants are: [OH:1][C:2]1[CH:3]=[C:4]([CH:14]=[C:15]([O:17][CH:18]([CH3:20])[CH3:19])[CH:16]=1)[C:5]([NH:7][C:8]1[CH:12]=[CH:11][N:10]([CH3:13])[N:9]=1)=[O:6].F[C:22]1[CH:23]=[CH:24][C:25]([C:28]2[O:32][N:31]=[C:30]([C:33]([O:35][CH2:36][CH3:37])=[O:34])[N:29]=2)=[N:26][CH:27]=1.C(=O)([O-])[O-].[K+].[K+].CN(C=O)C.